Dataset: Experimentally validated miRNA-target interactions with 360,000+ pairs, plus equal number of negative samples. Task: Binary Classification. Given a miRNA mature sequence and a target amino acid sequence, predict their likelihood of interaction. (1) Result: 1 (interaction). The protein sequence of the target gene is MLSQLAMLQGSLLLVVATMSVAQQTRQEADRGCETLVVQHGHCSYTFLLPKSEPCPPGPEVSRDSNTLQRESLANPLHLGKLPTQQVKQLEQALQNNTQWLKKLERAIKTILRSKLEQVQQQMAQNQTAPMLELGTSLLNQTTAQIRKLTDMEAQLLNQTSRMDAQMPETFLSTNKLENQLLLQRQKLQQLQGQNSALEKRLQALETKQQEELASILSKKAKLLNTLSRQSAALTNIERGLRGVRHNSSLLQDQQHSLRQLLVLLRHLVQERANASAPAFIMAGEQVFQDCAEIQRSGAS.... The miRNA is hsa-miR-6720-5p with sequence UUCCAGCCCUGGUAGGCGCCGCG. (2) The miRNA is mmu-miR-9-5p with sequence UCUUUGGUUAUCUAGCUGUAUGA. The protein sequence of the target gene is MLRRPAPALAPAVRLLLAGLLCGGGVWAARVNKHKPWLEPTYHGIVTENDNTVLLDPPLIALDKDSPLRFAESFEVTVTKEGEICGFKIHGQNVPFDAVVVDKSTGEGIIRSKEKLDCELQKDYTFTIQAYDCGKGPDGTGVKKSHKATVHIQVNDVNEYAPVFKEKSYKAAVVEGKQHSSILRVEAVDADCSPQFSQICSYEILTPDVPFTVDKDGYIKNTEKLNYGKEHQYKLTVTAYDCGKKRATEDVLVKISVKPTCSPGWQGWSSRIEYEPGTGALAVFPSIHLETCDEPVASVQ.... Result: 1 (interaction). (3) The miRNA is hsa-miR-92a-1-5p with sequence AGGUUGGGAUCGGUUGCAAUGCU. The protein sequence of the target gene is MTAIIKEIVSRNKRRYQEDGFDLDLTYIYPNIIAMGFPAERLEGVYRNNIDDVVRFLDSKHKNHYKIYNLCAERHYDTAKFNCRVAQYPFEDHNPPQLELIKPFCEDLDQWLSEDDNHVAAIHCKAGKGRTGVMICAYLLHRGKFLKAQEALDFYGEVRTRDKKGVTIPSQRRYVYYYSYLLKNHLDYRPVALLFHKMMFETIPMFSGGTCNPQFVVCQLKVKIYSSNSGPTRREDKFMYFEFPQPLPVCGDIKVEFFHKQNKMLKKDKMFHFWVNTFFIPGPEETSEKVENGSLCDQEI.... Result: 1 (interaction). (4) The miRNA is mmu-miR-187-3p with sequence UCGUGUCUUGUGUUGCAGCCGG. The protein sequence of the target gene is MYRWLAKVLGTILRLCERPAPGARALLKRRRSSSTLFSTAVDTDEIPAKRPRLDCFIHQVKNSLYNAASLFGFPFQLTTKPMVSSACNGTRNVAPSGEVFSNSSSCELMSSGSCSSMLKLGNKSPNGISDYPKIRVTVTRDQPRRVLPSFGFTLKSEGYNRRPSGRRHSKSNPESSLTWKPQEQGVTEMISEEGGKGVRRPHCTVEEGVQKDEREKYRKLLERLKEGAHGSTFPPTVSHHSSQRIQMDTLKTKGWVEEQNHGVRTTHFVPKQYRVVETRGPLCSMRSEKRYSKGKADTEK.... Result: 0 (no interaction). (5) The miRNA is hsa-miR-6758-5p with sequence UAGAGAGGGGAAGGAUGUGAUGU. The protein sequence of the target gene is MGTTASTAQQTVSAGTPFEGLQGSGTMDSRHSVSIHSFQSTSLHNSKAKSIIPNKVAPVVITYNCKEEFQIHDELLKAHYTLGRLSDNTPEHYLVQGRYFLVRDVTEKMDVLGTVGSCGAPNFRQVQGGLTVFGMGQPSLSGFRRVLQKLQKDGHRECVIFCVREEPVLFLRADEDFVSYTPRDKQNLHENLQGLGPGVRVESLELAIRKEIHDFAQLSENTYHVYHNTEDLWGEPHAVAIHGEDDLHVTEEVYKRPLFLQPTYRYHRLPLPEQGSPLEAQLDAFVSVLRETPSLLQLRD.... Result: 1 (interaction).